Predict which catalyst facilitates the given reaction. From a dataset of Catalyst prediction with 721,799 reactions and 888 catalyst types from USPTO. (1) Reactant: Cl[C:2]12[C:19](=[O:20])[C:18]3[C:13](=[CH:14][CH:15]=[CH:16][CH:17]=3)[C:3]1([OH:21])[O:4][C:5]1[CH:10]=[C:9]([CH3:11])[C:8]([CH3:12])=[CH:7][C:6]=12.[NH2:22][C:23]1[CH:28]=[CH:27][CH:26]=[CH:25][N:24]=1. Product: [OH:21][C:3]12[C:13]3[C:18](=[CH:17][CH:16]=[CH:15][CH:14]=3)[C:19](=[O:20])[C:2]1([NH:22][C:23]1[CH:28]=[CH:27][CH:26]=[CH:25][N:24]=1)[C:6]1[CH:7]=[C:8]([CH3:12])[C:9]([CH3:11])=[CH:10][C:5]=1[O:4]2. The catalyst class is: 1. (2) Reactant: C([O:8][C@@H:9]1[C@@H:14]([O:15]CC2C=CC=CC=2)[C@@H:13]([O:23]CC2C=CC=CC=2)[C@@H:12]([CH2:31][O:32]CC2C=CC=CC=2)[O:11][C@@:10]21[C:51]1[S:50][C:49]3[C:44](=[CH:45][CH:46]=[CH:47][C:48]=3[CH2:52][C:53]3[CH:58]=[CH:57][C:56]([CH2:59][CH3:60])=[CH:55][CH:54]=3)[C:43]=1[CH2:42][CH2:41][O:40]2)C1C=CC=CC=1. Product: [CH2:59]([C:56]1[CH:55]=[CH:54][C:53]([CH2:52][C:48]2[CH:47]=[CH:46][CH:45]=[C:44]3[C:49]=2[S:50][C:51]2[C@@:10]4([C@H:9]([OH:8])[C@@H:14]([OH:15])[C@H:13]([OH:23])[C@@H:12]([CH2:31][OH:32])[O:11]4)[O:40][CH2:41][CH2:42][C:43]3=2)=[CH:58][CH:57]=1)[CH3:60]. The catalyst class is: 381. (3) Reactant: C([O:5][C:6]([N:8]1[CH2:13][CH2:12][CH:11]([N:14]([C:20]2[CH:25]=[CH:24][C:23]([O:26][CH2:27][C:28]3[CH:33]=[CH:32][CH:31]=[CH:30][CH:29]=3)=[CH:22][CH:21]=2)[CH2:15][CH2:16][CH:17]([CH3:19])[CH3:18])[CH2:10][CH2:9]1)=O)(C)(C)C.C(OC1C=CC([N:48]([CH2:55][CH2:56][CH:57]([CH3:59])[CH3:58])C2CCNCC2)=CC=1)C1C=CC=CC=1.C(O)(C(F)(F)F)=O. Product: [NH2:48][C@@H:55]([CH2:56][CH:57]([CH3:59])[CH3:58])[C:6]([N:8]1[CH2:9][CH2:10][CH:11]([N:14]([C:20]2[CH:21]=[CH:22][C:23]([O:26][CH2:27][C:28]3[CH:29]=[CH:30][CH:31]=[CH:32][CH:33]=3)=[CH:24][CH:25]=2)[CH2:15][CH2:16][CH:17]([CH3:19])[CH3:18])[CH2:12][CH2:13]1)=[O:5]. The catalyst class is: 2. (4) Reactant: [C:1]([O:5][C:6]([NH:8][C@@H:9]([CH2:13][CH3:14])[C:10]([OH:12])=O)=[O:7])([CH3:4])([CH3:3])[CH3:2].CN(C(ON1N=NC2[CH:26]=[CH:27][CH:28]=[N:29][C:24]1=2)=[N+](C)C)C.F[P-](F)(F)(F)(F)F.N1CCCC1.CCN(CC)CC. Product: [O:12]=[C:10]([N:29]1[CH2:28][CH2:27][CH2:26][CH2:24]1)[C@@H:9]([NH:8][C:6](=[O:7])[O:5][C:1]([CH3:2])([CH3:3])[CH3:4])[CH2:13][CH3:14]. The catalyst class is: 2. (5) Product: [CH3:17][C:15]1[S:16][C:12]([C:4]2[CH:5]=[CH:6][C:7]([NH2:9])=[CH:8][C:3]=2[O:2][CH3:1])=[C:13]([CH3:18])[N:14]=1. The catalyst class is: 8. Reactant: [CH3:1][O:2][C:3]1[CH:8]=[C:7]([N+:9]([O-])=O)[CH:6]=[CH:5][C:4]=1[C:12]1[S:16][C:15]([CH3:17])=[N:14][C:13]=1[CH3:18]. (6) Reactant: [F:1][C:2]1[CH:3]=[C:4]([C:8]2[CH:16]=[CH:15][CH:14]=[C:13]3[C:9]=2[CH2:10][C:11](=[O:17])[NH:12]3)[CH:5]=[CH:6][CH:7]=1.[CH2:18]([N:20]([CH2:35][CH3:36])[CH2:21][CH2:22][NH:23][C:24]([C:26]1[C:30]([CH3:31])=[C:29]([CH:32]=O)[NH:28][C:27]=1[CH3:34])=[O:25])[CH3:19]. Product: [CH2:35]([N:20]([CH2:18][CH3:19])[CH2:21][CH2:22][NH:23][C:24]([C:26]1[C:30]([CH3:31])=[C:29]([CH:32]=[C:10]2[C:9]3[C:13](=[CH:14][CH:15]=[CH:16][C:8]=3[C:4]3[CH:5]=[CH:6][CH:7]=[C:2]([F:1])[CH:3]=3)[NH:12][C:11]2=[O:17])[NH:28][C:27]=1[CH3:34])=[O:25])[CH3:36]. The catalyst class is: 360.